From a dataset of Peptide-MHC class I binding affinity with 185,985 pairs from IEDB/IMGT. Regression. Given a peptide amino acid sequence and an MHC pseudo amino acid sequence, predict their binding affinity value. This is MHC class I binding data. (1) The peptide sequence is FRQVCHTTVPW. The MHC is HLA-B27:05 with pseudo-sequence HLA-B27:05. The binding affinity (normalized) is 0.200. (2) The peptide sequence is QLQSPGVADY. The MHC is HLA-A30:01 with pseudo-sequence HLA-A30:01. The binding affinity (normalized) is 0.